This data is from Catalyst prediction with 721,799 reactions and 888 catalyst types from USPTO. The task is: Predict which catalyst facilitates the given reaction. (1) Reactant: [Br:1][C:2]1[CH:3]=[CH:4][C:5]([CH2:15][CH3:16])=[C:6]([CH:8]2[C:12](=[O:13])[CH:11]=[CH:10][C:9]2=[O:14])[CH:7]=1. Product: [Br:1][C:2]1[CH:3]=[CH:4][C:5]([CH2:15][CH3:16])=[C:6]([CH:8]2[C:12](=[O:13])[CH2:11][CH2:10][C:9]2=[O:14])[CH:7]=1. The catalyst class is: 183. (2) Reactant: [NH2:1][C:2]1[CH:3]=[N:4][CH:5]=[CH:6][C:7]=1[C@H:8]1[CH2:13][C@@H:12]([NH:14]C(=O)OC(C)(C)C)[C@@:11]([OH:23])([CH3:22])[C@@H:10]([CH3:24])[CH2:9]1.C(OC([NH:32][C:33]1[O:41][C:40]2[C:35](=[N:36][CH:37]=[C:38]([CH2:42][CH2:43][CH3:44])[CH:39]=2)[C:34]=1[C:45](O)=[O:46])=O)(C)(C)C.CCN(C(C)C)C(C)C.O=C1N(P(Cl)(N2CCOC2=O)=O)CCO1. Product: [NH2:32][C:33]1[O:41][C:40]2[C:35](=[N:36][CH:37]=[C:38]([CH2:42][CH2:43][CH3:44])[CH:39]=2)[C:34]=1[C:45]([NH:1][C:2]1[CH:3]=[N:4][CH:5]=[CH:6][C:7]=1[C@@H:8]1[CH2:9][C@H:10]([CH3:24])[C@:11]([OH:23])([CH3:22])[C@H:12]([NH2:14])[CH2:13]1)=[O:46]. The catalyst class is: 3. (3) Reactant: [F:1][C:2]([F:15])([F:14])[O:3][C:4]1[CH:9]=[CH:8][C:7]([CH2:10][C:11]([OH:13])=O)=[CH:6][CH:5]=1.[CH3:16][C@H:17]1[CH2:22][NH:21][CH2:20][C@@H:19]([CH3:23])[NH:18]1.C(Cl)CCl. Product: [CH3:16][C@H:17]1[NH:18][C@@H:19]([CH3:23])[CH2:20][N:21]([C:11](=[O:13])[CH2:10][C:7]2[CH:6]=[CH:5][C:4]([O:3][C:2]([F:1])([F:15])[F:14])=[CH:9][CH:8]=2)[CH2:22]1. The catalyst class is: 2. (4) Reactant: [Cl:1]C(OC(Cl)=O)C.C([N:21]1[CH2:24][CH:23]([O:25][CH2:26][CH2:27][C:28]2[S:29][CH:30]=[CH:31][CH:32]=2)[CH2:22]1)(C1C=CC=CC=1)C1C=CC=CC=1.C(O)C. Product: [ClH:1].[ClH:1].[S:29]1[CH:30]=[CH:31][CH:32]=[C:28]1[CH2:27][CH2:26][O:25][CH:23]1[CH2:24][NH:21][CH2:22]1. The catalyst class is: 4. (5) Reactant: [Cl:1][C:2]1[CH:3]=[C:4]([CH3:19])[C:5]2[O:11][CH2:10][CH2:9][CH2:8][CH:7]([NH:12][S:13]([CH2:16][CH3:17])(=[O:15])=[O:14])[C:6]=2[CH:18]=1.[H-].[Na+].[CH2:22](I)[CH2:23][CH2:24][CH3:25]. Product: [CH2:22]([N:12]([CH:7]1[C:6]2[CH:18]=[C:2]([Cl:1])[CH:3]=[C:4]([CH3:19])[C:5]=2[O:11][CH2:10][CH2:9][CH2:8]1)[S:13]([CH2:16][CH3:17])(=[O:14])=[O:15])[CH2:23][CH2:24][CH3:25]. The catalyst class is: 3. (6) Reactant: [CH3:1][O:2][CH2:3][CH2:4][C:5]1[S:6][C:7]([NH:13][C:14]2[CH:15]=[N:16][CH:17]=[CH:18][CH:19]=2)=[C:8]([C:10]([OH:12])=O)[N:9]=1.CCN(C(C)C)C(C)C.CN(C(ON1N=NC2C=CC=CC1=2)=[N+](C)C)C.[B-](F)(F)(F)F.[CH3:51][C:52]1[N:57]=[C:56]([NH2:58])[CH:55]=[CH:54][CH:53]=1. Product: [CH3:51][C:52]1[N:57]=[C:56]([NH:58][C:10]([C:8]2[N:9]=[C:5]([CH2:4][CH2:3][O:2][CH3:1])[S:6][C:7]=2[NH:13][C:14]2[CH:15]=[N:16][CH:17]=[CH:18][CH:19]=2)=[O:12])[CH:55]=[CH:54][CH:53]=1. The catalyst class is: 9.